From a dataset of Forward reaction prediction with 1.9M reactions from USPTO patents (1976-2016). Predict the product of the given reaction. Given the reactants [CH3:1][O:2][CH2:3][C:4]1([CH2:17][OH:18])[C:16]2[CH:15]=[CH:14][CH:13]=[CH:12][C:11]=2[C:10]2[C:5]1=[CH:6][CH:7]=[CH:8][CH:9]=2.C(N(CC)CC)C.[CH3:26][Si:27](Cl)([CH3:34])[C:28]1[CH:33]=[CH:32][CH:31]=[CH:30][CH:29]=1, predict the reaction product. The product is: [CH3:1][O:2][CH2:3][C:4]1([CH2:17][O:18][Si:27]([CH3:34])([CH3:26])[C:28]2[CH:33]=[CH:32][CH:31]=[CH:30][CH:29]=2)[C:16]2[CH:15]=[CH:14][CH:13]=[CH:12][C:11]=2[C:10]2[C:5]1=[CH:6][CH:7]=[CH:8][CH:9]=2.